Dataset: Experimentally validated miRNA-target interactions with 360,000+ pairs, plus equal number of negative samples. Task: Binary Classification. Given a miRNA mature sequence and a target amino acid sequence, predict their likelihood of interaction. (1) The protein sequence of the target gene is MTQRSIAGPICNLKFVTLLVALSSELPFLGAGVQLQDNGYNGLLIAINPQVPENQNLISNIKEMITEASFYLFNATKRRVFFRNIKILIPATWKANNNSKIKQESYEKANVIVTDWYGAHGDDPYTLQYRGCGKEGKYIHFTPNFLLNDNLTAGYGSRGRVFVHEWAHLRWGVFDEYNNDKPFYINGQNQIKVTRCSSDITGIFVCEKGPCPQENCIISKLFKEGCTFIYNSTQNATASIMFMQSLSSVVEFCNASTHNQEAPNLQNQMCSLRSAWDVITDSADFHHSFPMNGTELPPPP.... The miRNA is hsa-miR-6746-3p with sequence CAGCCGCCGCCUGUCUCCACAG. Result: 0 (no interaction). (2) The miRNA is hsa-miR-4698 with sequence UCAAAAUGUAGAGGAAGACCCCA. The protein sequence of the target gene is MEEKTQIKTFLGSKLPKYGTKSVRSTLQPMPNGTPVNLLGTSKNSNVKSYIKNNGSDCPSSHSFNWRKANKYQLCAQGVEEPNNTQNSHDKIIDPEKRVPTQGMFDKNGIKGGLKSVSLFTSKLAKPSTMFVSSTEELNQKSFSGPSNLGKFTKGTLLGRTSYSSINTPKSQLNGFYGNRSAGSMQRPRANSCATRSSSGESLAQSPDSSKSINCEKMVRSQSFSHSIQNSFLPPSSITRSHSFNRAVDLTKPYQNQQLSIRVPLRSSMLTRNSRQPEVLNGNEHLGYGFNRPYAAGGKK.... Result: 1 (interaction). (3) The miRNA is mmu-miR-669b-3p with sequence CAUAUACAUACACACAAACAUAU. The protein sequence of the target gene is MSAKDERARDILRGFKLNWMNLRDAETGKILWQGTEDLSVPGVEHEARVPKKILKCKAVSRELNFSSAEQMEKFRLEQKVYFKGQCLEEWFFEFGFVIPNSTNTWQSLIEAAPESQMMPASVLTGNVIIETKFFDDDLLVSTSKVRLFYV. Result: 0 (no interaction). (4) The miRNA is hsa-miR-1286 with sequence UGCAGGACCAAGAUGAGCCCU. The protein sequence of the target gene is MGNEVSLEGGAGDGPLPPGGAGPGPGPGPGPGAGKPPSAPAGGGQLPAAGAARSTAVPPVPGPGPGPGPGPGPGSTSRRLDPKEPLGNQRAASPTPKQASATTPGHESPRETRAQGPAGQEADGPRRTLQVDSRTQRSGRSPSVSPDRGSTPTSPYSVPQIAPLPSSTLCPICKTSDLTSTPSQPNFNTCTQCHNKVCNQCGFNPNPHLTQVKEWLCLNCQMQRALGMDMTTAPRSKSQQQLHSPALSPAHSPAKQPLGKPDQERSRGPGGPQPGSRQAETARATSVPGPAQAAAPPEVG.... Result: 1 (interaction). (5) The miRNA is mmu-miR-6997-3p with sequence UCAAACCUUACCCUCCUGUUUCC. The protein sequence of the target gene is MDPTAPGSSVSSLPLLLVLALGLAILHCVVADGNTTRTPETNGSLCGAPGENCTGTTPRQKVKTHFSRCPKQYKHYCIHGRCRFVVDEQTPSCICEKGYFGARCERVDLFYLQQDRGQILVVCLIVVMVVFIILVIGVCTCCHPLRKHRKKKKEEKMETLDKDKTPISEDIQETNIA. Result: 0 (no interaction).